Dataset: Forward reaction prediction with 1.9M reactions from USPTO patents (1976-2016). Task: Predict the product of the given reaction. (1) The product is: [F:1][C:2]1([C:7]([NH:9][C:10]2[CH:15]=[CH:14][C:13]([F:16])=[C:12]([CH3:17])[CH:11]=2)=[O:8])[CH2:6][CH2:5][N:4]([S:26](=[O:31])(=[O:25])[NH:27][CH:28]([CH3:30])[CH3:29])[CH2:3]1. Given the reactants [F:1][C:2]1([C:7]([NH:9][C:10]2[CH:15]=[CH:14][C:13]([F:16])=[C:12]([CH3:17])[CH:11]=2)=[O:8])[CH2:6][CH2:5][NH:4][CH2:3]1.OC1C=CC=CC=1[O:25][S:26](=O)(=[O:31])[NH:27][CH:28]([CH3:30])[CH3:29].C(N(CC)CC)C, predict the reaction product. (2) Given the reactants FC(F)(F)C(O)=O.C([O:15][C:16]1[C:17](=[O:38])[CH:18]=[CH:19][N:20]2[CH:25]=[CH:24][N:23]([CH2:26][CH2:27][CH2:28][C:29]3[C:34]([Cl:35])=[CH:33][CH:32]=[CH:31][C:30]=3[Cl:36])[C:22](=[O:37])[C:21]=12)C1C=CC=CC=1, predict the reaction product. The product is: [Cl:35][C:34]1[CH:33]=[CH:32][CH:31]=[C:30]([Cl:36])[C:29]=1[CH2:28][CH2:27][CH2:26][N:23]1[CH:24]=[CH:25][N:20]2[CH:19]=[CH:18][C:17](=[O:38])[C:16]([OH:15])=[C:21]2[C:22]1=[O:37]. (3) Given the reactants [CH2:1]([O:8][C:9]1[CH:18]=[CH:17][C:16]([CH:19]=O)=[CH:15][C:10]=1[C:11]([O:13][CH3:14])=[O:12])[C:2]1[CH:7]=[CH:6][CH:5]=[CH:4][CH:3]=1.[NH2:21][C:22]1[CH:23]=[C:24]([CH:29]2[CH2:34][CH2:33][N:32]([C:35]([O:37][C:38]([CH3:41])([CH3:40])[CH3:39])=[O:36])[CH2:31][CH2:30]2)[CH:25]=[N:26][C:27]=1[NH2:28].C(OI(C1C=CC=CC=1)OC(=O)C)(=O)C, predict the reaction product. The product is: [CH2:1]([O:8][C:9]1[CH:18]=[CH:17][C:16]([C:19]2[NH:28][C:27]3=[N:26][CH:25]=[C:24]([CH:29]4[CH2:34][CH2:33][N:32]([C:35]([O:37][C:38]([CH3:40])([CH3:39])[CH3:41])=[O:36])[CH2:31][CH2:30]4)[CH:23]=[C:22]3[N:21]=2)=[CH:15][C:10]=1[C:11]([O:13][CH3:14])=[O:12])[C:2]1[CH:3]=[CH:4][CH:5]=[CH:6][CH:7]=1. (4) Given the reactants [CH:1]1([NH:6][C:7]2[C:12]([CH2:13][NH:14][C:15]3[C:20]([F:21])=[CH:19][CH:18]=[C:17]([O:22][CH2:23][CH3:24])[C:16]=3[F:25])=[CH:11][N:10]=[C:9]([S:26][CH3:27])[N:8]=2)[CH2:5][CH2:4][CH2:3][CH2:2]1.[H-].[Na+].C1N=CN([C:35](N2C=NC=C2)=[O:36])C=1, predict the reaction product. The product is: [CH:1]1([N:6]2[C:7]3=[N:8][C:9]([S:26][CH3:27])=[N:10][CH:11]=[C:12]3[CH2:13][N:14]([C:15]3[C:20]([F:21])=[CH:19][CH:18]=[C:17]([O:22][CH2:23][CH3:24])[C:16]=3[F:25])[C:35]2=[O:36])[CH2:2][CH2:3][CH2:4][CH2:5]1. (5) Given the reactants [CH2:1]([O:8][C:9]1[CH:14]=[C:13](Br)[CH:12]=[CH:11][C:10]=1[F:16])[C:2]1[CH:7]=[CH:6][CH:5]=[CH:4][CH:3]=1.[CH3:17][C:18]1[CH:22]=[CH:21][NH:20][N:19]=1.P([O-])([O-])([O-])=O.[K+].[K+].[K+].N[C@H]1CCCC[C@@H]1N, predict the reaction product. The product is: [CH2:1]([O:8][C:9]1[CH:14]=[C:13]([N:20]2[CH:21]=[CH:22][C:18]([CH3:17])=[N:19]2)[CH:12]=[CH:11][C:10]=1[F:16])[C:2]1[CH:7]=[CH:6][CH:5]=[CH:4][CH:3]=1. (6) Given the reactants [F:1][C:2]([F:31])([F:30])[C:3]1[CH:4]=[C:5]([CH:27]=[CH:28][CH:29]=1)[CH2:6][O:7][N:8]=[C:9]1[CH2:14][CH2:13][N:12]([S:15]([C:18]2[CH:23]=[CH:22][C:21]([N+:24]([O-])=O)=[CH:20][CH:19]=2)(=[O:17])=[O:16])[CH2:11][CH2:10]1.[NH4+].[Cl-].O, predict the reaction product. The product is: [F:31][C:2]([F:1])([F:30])[C:3]1[CH:4]=[C:5]([CH:27]=[CH:28][CH:29]=1)[CH2:6][O:7][N:8]=[C:9]1[CH2:10][CH2:11][N:12]([S:15]([C:18]2[CH:23]=[CH:22][C:21]([NH2:24])=[CH:20][CH:19]=2)(=[O:16])=[O:17])[CH2:13][CH2:14]1. (7) The product is: [CH3:19][N:21]([CH3:24])[C:22]([NH:1][C:2]1[CH:7]=[C:6]([O:8][C:9]2[CH:14]=[CH:13][C:12]([N+:15]([O-:17])=[O:16])=[CH:11][C:10]=2[F:18])[CH:5]=[CH:4][N:3]=1)=[O:28]. Given the reactants [NH2:1][C:2]1[CH:7]=[C:6]([O:8][C:9]2[CH:14]=[CH:13][C:12]([N+:15]([O-:17])=[O:16])=[CH:11][C:10]=2[F:18])[CH:5]=[CH:4][N:3]=1.[CH2:19]([N:21]([CH2:24]C)[CH2:22]C)C.ClC(OC1C=CC=CC=1)=[O:28].CNC, predict the reaction product. (8) Given the reactants [F:1][CH:2]([F:37])[C:3]1[CH:12]=[C:11]2[C:6]([CH2:7][CH2:8][CH2:9][N:10]2[C:13]2[C:17]3[CH2:18][N:19]([C:22]([O:24][C:25]([CH3:28])([CH3:27])[CH3:26])=[O:23])[CH2:20][CH2:21][C:16]=3[N:15]([CH:29]3[CH2:34][CH2:33][S:32](=[O:36])(=[O:35])[CH2:31][CH2:30]3)[N:14]=2)=[CH:5][CH:4]=1.[Br:38]N1C(=O)CCC1=O.O, predict the reaction product. The product is: [Br:38][C:4]1[CH:5]=[C:6]2[C:11](=[CH:12][C:3]=1[CH:2]([F:1])[F:37])[N:10]([C:13]1[C:17]3[CH2:18][N:19]([C:22]([O:24][C:25]([CH3:28])([CH3:26])[CH3:27])=[O:23])[CH2:20][CH2:21][C:16]=3[N:15]([CH:29]3[CH2:30][CH2:31][S:32](=[O:36])(=[O:35])[CH2:33][CH2:34]3)[N:14]=1)[CH2:9][CH2:8][CH2:7]2. (9) The product is: [Br:1][C:2]1[C:3]([C:15]2[S:17][CH2:19][C:20]([OH:25])([C:21]([F:24])([F:23])[F:22])[N:16]=2)=[CH:4][C:5]([NH:8][C:9]([NH:11][CH2:12][CH2:13][CH3:14])=[O:10])=[N:6][CH:7]=1. Given the reactants [Br:1][C:2]1[C:3]([C:15](=[S:17])[NH2:16])=[CH:4][C:5]([NH:8][C:9]([NH:11][CH2:12][CH2:13][CH3:14])=[O:10])=[N:6][CH:7]=1.Br[CH2:19][C:20](=[O:25])[C:21]([F:24])([F:23])[F:22], predict the reaction product.